From a dataset of CYP1A2 inhibition data for predicting drug metabolism from PubChem BioAssay. Regression/Classification. Given a drug SMILES string, predict its absorption, distribution, metabolism, or excretion properties. Task type varies by dataset: regression for continuous measurements (e.g., permeability, clearance, half-life) or binary classification for categorical outcomes (e.g., BBB penetration, CYP inhibition). Dataset: cyp1a2_veith. (1) The drug is COc1ccccc1CN1CC[C@@]2(CCCN(C(=O)c3ccncc3)C2)C1. The result is 0 (non-inhibitor). (2) The molecule is CCOC(=O)N/N=C1/C[C@@H](O)[C@@H](O)[C@H]2[C@H]1CC[C@H]1C(=O)N(c3ccc(F)cc3F)C(=O)[C@H]21. The result is 0 (non-inhibitor). (3) The drug is N#Cc1c(Cl)nc(SCc2ccccc2)nc1-c1ccccc1. The result is 1 (inhibitor). (4) The drug is c1cncc(-c2cc(-n3ccnc3)ncn2)c1. The result is 1 (inhibitor). (5) The compound is O=C(O)C1=C/C(=C(/c2ccccc2)c2cc(C(=O)O)c(O)c3ccccc23)c2ccccc2C1=O. The result is 0 (non-inhibitor). (6) The drug is CN1CCN(c2ncnc3ccc(-c4ccccc4C#N)cc23)CC1. The result is 1 (inhibitor).